Task: Predict the reactants needed to synthesize the given product.. Dataset: Full USPTO retrosynthesis dataset with 1.9M reactions from patents (1976-2016) (1) Given the product [ClH:1].[ClH:1].[Cl:1][C:2]1[CH:3]=[C:4]([NH:8][C:9]2[CH:10]=[C:11]([CH:17]([CH3:19])[CH3:18])[C:12]([CH2:15][N:24]3[CH2:25][CH2:26][C:21]([F:27])([F:20])[CH2:22][CH2:23]3)=[CH:13][N:14]=2)[CH:5]=[CH:6][CH:7]=1, predict the reactants needed to synthesize it. The reactants are: [Cl:1][C:2]1[CH:3]=[C:4]([NH:8][C:9]2[N:14]=[CH:13][C:12]([CH:15]=O)=[C:11]([CH:17]([CH3:19])[CH3:18])[CH:10]=2)[CH:5]=[CH:6][CH:7]=1.[F:20][C:21]1([F:27])[CH2:26][CH2:25][NH:24][CH2:23][CH2:22]1.CO.C([BH3-])#N.[Na+]. (2) The reactants are: Br[C:2]1[CH:7]=[CH:6][C:5]([O:8][CH3:9])=[CH:4][C:3]=1[CH3:10].C([Li])CCC.[CH3:16][S:17]SC. Given the product [CH3:10][C:3]1[CH:4]=[C:5]([O:8][CH3:9])[CH:6]=[CH:7][C:2]=1[S:17][CH3:16], predict the reactants needed to synthesize it. (3) Given the product [CH2:23]([CH:30]1[CH2:35][CH2:34][N:33]([C:19]([C:15]2[NH:16][C:17]3[C:12]([C:13](=[O:22])[CH:14]=2)=[CH:11][CH:10]=[C:9]([O:8][CH2:1][C:2]2[CH:3]=[CH:4][CH:5]=[CH:6][CH:7]=2)[CH:18]=3)=[O:21])[CH2:32][CH2:31]1)[C:24]1[CH:29]=[CH:28][CH:27]=[CH:26][CH:25]=1, predict the reactants needed to synthesize it. The reactants are: [CH2:1]([O:8][C:9]1[CH:18]=[C:17]2[C:12]([C:13](=[O:22])[CH:14]=[C:15]([C:19]([OH:21])=O)[NH:16]2)=[CH:11][CH:10]=1)[C:2]1[CH:7]=[CH:6][CH:5]=[CH:4][CH:3]=1.[CH2:23]([CH:30]1[CH2:35][CH2:34][NH:33][CH2:32][CH2:31]1)[C:24]1[CH:29]=[CH:28][CH:27]=[CH:26][CH:25]=1. (4) Given the product [CH2:33]1[CH2:32][O:31][C:28]2[CH:29]=[CH:30][C:25]([NH:24][C:2]3[N:7]=[C:6]([NH:8][C:9]4[CH:14]=[CH:13][C:12]([C:15]([CH3:16])([CH3:17])[CH2:18][OH:19])=[CH:11][CH:10]=4)[C:5]([F:23])=[CH:4][N:3]=3)=[CH:26][C:27]=2[O:34]1, predict the reactants needed to synthesize it. The reactants are: Cl[C:2]1([NH:24][C:25]2[CH:30]=[CH:29][C:28]3[O:31][CH2:32][CH2:33][O:34][C:27]=3[CH:26]=2)[N:7]=[C:6]([NH:8][C:9]2[CH:14]=[CH:13][C:12]([C:15]([C:18](OCC)=[O:19])([CH3:17])[CH3:16])=[CH:11][CH:10]=2)[C:5]([F:23])=[CH:4][NH:3]1.C1COC2C=CC(NC3N=C(NC4C=CC(C(C)(C)CO)=CC=4)C(F)=CN=3)=CC=2O1.CC(C[AlH]CC(C)C)C. (5) The reactants are: [Cl:1][C:2]1[CH:3]=[C:4]([C@@:8]([C@@H:20]2[CH2:25][CH2:24][CH2:23][N:22]([C:26]([O:28][C:29]([CH3:32])([CH3:31])[CH3:30])=[O:27])[CH2:21]2)([O:12][CH2:13][CH2:14]OS(C)(=O)=O)[CH2:9][CH2:10][CH3:11])[CH:5]=[CH:6][CH:7]=1.CN(C=O)C.[N-:38]=[N+:39]=[N-:40].[Na+]. Given the product [N:38]([CH2:14][CH2:13][O:12][C@:8]([C@@H:20]1[CH2:25][CH2:24][CH2:23][N:22]([C:26]([O:28][C:29]([CH3:32])([CH3:31])[CH3:30])=[O:27])[CH2:21]1)([C:4]1[CH:5]=[CH:6][CH:7]=[C:2]([Cl:1])[CH:3]=1)[CH2:9][CH2:10][CH3:11])=[N+:39]=[N-:40], predict the reactants needed to synthesize it. (6) Given the product [CH3:31][O:30][N:29]([CH3:28])[C:11](=[O:13])[C:10]1[CH:14]=[C:15]([O:18][CH3:19])[CH:16]=[CH:17][C:9]=1[O:8][CH3:7], predict the reactants needed to synthesize it. The reactants are: C(Cl)(=O)C(Cl)=O.[CH3:7][O:8][C:9]1[CH:17]=[CH:16][C:15]([O:18][CH3:19])=[CH:14][C:10]=1[C:11]([OH:13])=O.C(N(CC)CC)C.Cl.[CH3:28][NH:29][O:30][CH3:31]. (7) The reactants are: [CH3:1][O:2][C:3]([C@@H:5]([N:13]1[CH2:21][C:17]2[CH:18]=[CH:19][S:20][C:16]=2[CH2:15][CH2:14]1)[C:6]1[CH:7]=[CH:8][CH:9]=[CH:10][C:11]=1[Cl:12])=[O:4].O.[CH:23]1[C:32]2[C:27](=[CH:28][CH:29]=[CH:30][CH:31]=2)[CH:26]=[CH:25][C:24]=1[S:33]([OH:36])(=[O:35])=[O:34]. Given the product [CH3:1][O:2][C:3]([C@@H:5]([N:13]1[CH2:21][C:17]2[CH:18]=[CH:19][S:20][C:16]=2[CH2:15][CH2:14]1)[C:6]1[CH:7]=[CH:8][CH:9]=[CH:10][C:11]=1[Cl:12])=[O:4].[CH:23]1[C:32]2[C:27](=[CH:28][CH:29]=[CH:30][CH:31]=2)[CH:26]=[CH:25][C:24]=1[S:33]([O-:36])(=[O:35])=[O:34], predict the reactants needed to synthesize it. (8) Given the product [N+:1]([C:4]1[CH:9]=[CH:8][C:7]([O:10][CH2:11][CH2:12][NH:15][CH3:14])=[CH:6][CH:5]=1)([O-:3])=[O:2], predict the reactants needed to synthesize it. The reactants are: [N+:1]([C:4]1[CH:9]=[CH:8][C:7]([O:10][CH2:11][CH2:12]Cl)=[CH:6][CH:5]=1)([O-:3])=[O:2].[CH3:14][NH2:15]. (9) Given the product [Cl:18][C:19]1[CH:28]=[CH:27][CH:26]=[C:25]2[C:20]=1[C:21](=[O:33])[NH:22][C:23]([CH2:29][CH2:30][CH2:31][N:6]1[CH2:7][CH2:8][C:3]([OH:2])([C:9]3[CH:14]=[CH:13][CH:12]=[CH:11][CH:10]=3)[CH2:4][CH2:5]1)=[N:24]2, predict the reactants needed to synthesize it. The reactants are: Cl.[OH:2][C:3]1([C:9]2[CH:14]=[CH:13][CH:12]=[CH:11][CH:10]=2)[CH2:8][CH2:7][NH:6][CH2:5][CH2:4]1.C(#N)C.[Cl:18][C:19]1[C:20]2[C:21](=[O:33])[N:22]3[CH:31](O)[CH2:30][CH2:29][C:23]3=[N:24][C:25]=2[CH:26]=[CH:27][CH:28]=1.C([BH3-])#N.[Na+].